From a dataset of Full USPTO retrosynthesis dataset with 1.9M reactions from patents (1976-2016). Predict the reactants needed to synthesize the given product. (1) Given the product [CH3:13][O:14][C:15]1[CH:20]=[CH:19][CH:18]=[CH:17][C:16]=1[C:2]1[CH:3]=[C:4]([CH:7]=[C:8]2[O:12][CH2:11][O:10][C:9]=12)[CH:5]=[O:6], predict the reactants needed to synthesize it. The reactants are: Br[C:2]1[CH:3]=[C:4]([CH:7]=[C:8]2[O:12][CH2:11][O:10][C:9]=12)[CH:5]=[O:6].[CH3:13][O:14][C:15]1[CH:20]=[CH:19][CH:18]=[CH:17][C:16]=1B(O)O.C(=O)([O-])[O-].[K+].[K+]. (2) Given the product [CH3:35][C:34]([CH3:36])=[CH:33][CH2:32][N:2]([CH2:8][CH:3]=[C:4]([CH3:15])[CH3:5])[C:3]1[CH:8]=[CH:7][C:6]([CH2:9][C:10]([OH:12])=[O:11])=[CH:5][C:4]=1[C:15]1[CH:20]=[CH:19][C:18]([C:21]([F:24])([F:23])[F:22])=[CH:17][CH:16]=1, predict the reactants needed to synthesize it. The reactants are: Cl.[NH2:2][C:3]1[CH:8]=[CH:7][C:6]([CH2:9][C:10]([O:12]CC)=[O:11])=[CH:5][C:4]=1[C:15]1[CH:20]=[CH:19][C:18]([C:21]([F:24])([F:23])[F:22])=[CH:17][CH:16]=1.C(=O)([O-])[O-].[K+].[K+].Br[CH2:32][CH:33]=[C:34]([CH3:36])[CH3:35].[OH-].[K+].Cl. (3) Given the product [CH3:24][C:22]([O:21][C:20]([NH:19][CH:16]1[CH2:15][CH2:14][N:13]([CH2:12][CH2:11][NH:10][C:3]2[C:2]([NH:1][CH2:28][C:29]([O:31][CH2:32][CH3:33])=[O:30])=[CH:7][CH:6]=[C:5]([O:8][CH3:9])[N:4]=2)[CH2:18][CH2:17]1)=[O:26])([CH3:23])[CH3:25], predict the reactants needed to synthesize it. The reactants are: [NH2:1][C:2]1[C:3]([NH:10][CH2:11][CH2:12][N:13]2[CH2:18][CH2:17][CH:16]([NH:19][C:20](=[O:26])[O:21][C:22]([CH3:25])([CH3:24])[CH3:23])[CH2:15][CH2:14]2)=[N:4][C:5]([O:8][CH3:9])=[CH:6][CH:7]=1.Br[CH2:28][C:29]([O:31][CH2:32][CH3:33])=[O:30].C(=O)([O-])[O-].[K+].[K+]. (4) Given the product [NH2:7][C:8]1[N:9]=[C:10]([N:19]2[CH2:20][CH2:21][O:22][CH2:23][CH2:24]2)[C:11]2[CH:17]=[C:16]([C:30]3[CH:29]=[CH:28][C:27]([O:26][CH3:25])=[C:32]([O:33][CH3:34])[CH:31]=3)[CH:15]=[N:14][C:12]=2[N:13]=1, predict the reactants needed to synthesize it. The reactants are: C([NH:7][C:8]1[N:9]=[C:10]([N:19]2[CH2:24][CH2:23][O:22][CH2:21][CH2:20]2)[C:11]2[CH:17]=[C:16](Br)[CH:15]=[N:14][C:12]=2[N:13]=1)(=O)C(C)(C)C.[CH3:25][O:26][C:27]1[CH:28]=[C:29](B(O)O)[CH:30]=[CH:31][C:32]=1[O:33][CH3:34].C([O-])([O-])=O.[Na+].[Na+]. (5) Given the product [OH:14][CH2:15][CH2:16][P:17]([N:18]([CH3:24])[CH2:19][CH2:20][CH2:21][N:22]([CH3:23])[C:11](=[O:13])[CH2:10][CH2:9][CH2:8][N:3]1[C:4](=[O:7])[CH:5]=[CH:6][C:2]1=[O:1])([CH2:26][CH2:27][OH:28])=[O:25], predict the reactants needed to synthesize it. The reactants are: [O:1]=[C:2]1[CH:6]=[CH:5][C:4](=[O:7])[N:3]1[CH2:8][CH2:9][CH2:10][C:11]([OH:13])=O.[OH:14][CH2:15][CH2:16][P:17]([CH2:26][CH2:27][OH:28])(=[O:25])[N:18]([CH3:24])[CH2:19][CH2:20][CH2:21][NH:22][CH3:23].O=C1C=CC(=O)N1CCCC(Cl)=O.OP(O)(O)=O. (6) Given the product [Br:7][C:8]1[CH:18]=[CH:17][C:11]([CH:12]=[CH:13][C:14]([N:21]([O:22][CH3:23])[CH3:20])=[O:15])=[CH:10][CH:9]=1, predict the reactants needed to synthesize it. The reactants are: C(Cl)(=O)C(Cl)=O.[Br:7][C:8]1[CH:18]=[CH:17][C:11](/[CH:12]=[CH:13]/[C:14](O)=[O:15])=[CH:10][CH:9]=1.Cl.[CH3:20][NH:21][O:22][CH3:23].C(N(CC)CC)C.